This data is from Peptide-MHC class II binding affinity with 134,281 pairs from IEDB. The task is: Regression. Given a peptide amino acid sequence and an MHC pseudo amino acid sequence, predict their binding affinity value. This is MHC class II binding data. (1) The binding affinity (normalized) is 0.0312. The peptide sequence is LPVPPTVTVFKIPKK. The MHC is HLA-DQA10201-DQB10202 with pseudo-sequence HLA-DQA10201-DQB10202. (2) The binding affinity (normalized) is 0.520. The peptide sequence is DVNAGFKAAVAAAAN. The MHC is DRB5_0101 with pseudo-sequence DRB5_0101. (3) The peptide sequence is HQAISPRTLNSPAIF. The MHC is DRB5_0101 with pseudo-sequence DRB5_0101. The binding affinity (normalized) is 0. (4) The peptide sequence is KVPPGPNITATYGDK. The MHC is DRB4_0101 with pseudo-sequence DRB4_0103. The binding affinity (normalized) is 0.0322.